From a dataset of Full USPTO retrosynthesis dataset with 1.9M reactions from patents (1976-2016). Predict the reactants needed to synthesize the given product. (1) Given the product [NH2:8][C:7]1[CH:6]=[CH:5][C:4]([CH2:11][C:12]([O:14][CH3:15])=[O:13])=[CH:3][C:2]=1[OH:1], predict the reactants needed to synthesize it. The reactants are: [OH:1][C:2]1[CH:3]=[C:4]([CH2:11][C:12]([O:14][CH3:15])=[O:13])[CH:5]=[CH:6][C:7]=1[N+:8]([O-])=O. (2) Given the product [C:2]([C:7]1[O:11][C:10]([CH2:12][N:13]2[CH:17]=[C:16]([NH:18][C:26]([C:24]3[N:25]=[C:21]([CH2:19][CH3:20])[O:22][C:23]=3[C:29]3[CH:30]=[CH:31][CH:32]=[CH:33][CH:34]=3)=[O:27])[CH:15]=[N:14]2)=[CH:9][CH:8]=1)(=[O:6])[CH3:1], predict the reactants needed to synthesize it. The reactants are: [CH3:1][C:2]1([C:7]2[O:11][C:10]([CH2:12][N:13]3[CH:17]=[C:16]([NH2:18])[CH:15]=[N:14]3)=[CH:9][CH:8]=2)[O:6]CCO1.[CH2:19]([C:21]1[O:22][C:23]([C:29]2[CH:34]=[CH:33][CH:32]=[CH:31][CH:30]=2)=[C:24]([C:26](O)=[O:27])[N:25]=1)[CH3:20].